Dataset: Forward reaction prediction with 1.9M reactions from USPTO patents (1976-2016). Task: Predict the product of the given reaction. (1) Given the reactants [Cl:1][C:2]1[CH:7]=[C:6]([Cl:8])[CH:5]=[CH:4][C:3]=1[C:9]1[N:10]=[C:11]([CH2:28][CH3:29])[C:12]([NH:17][C@@H:18]2[C:26]3[C:21](=[CH:22][CH:23]=[CH:24][CH:25]=3)[CH2:20][C@@H:19]2O)=[N:13][C:14]=1[CH2:15][CH3:16].BrC1N=C(CC)C(NC2C3C=C[S:48]C=3CCC2C)=NC=1CC, predict the reaction product. The product is: [Cl:1][C:2]1[CH:7]=[C:6]([Cl:8])[CH:5]=[CH:4][C:3]=1[C:9]1[N:10]=[C:11]([CH2:28][CH3:29])[C:12]([NH:17][C@@H:18]2[C:26]3[CH:21]=[CH:22][S:48][C:25]=3[CH2:24][CH2:23][C@H:19]2[CH3:20])=[N:13][C:14]=1[CH2:15][CH3:16]. (2) Given the reactants [NH2:1][C:2]1[CH:7]=[CH:6][C:5]([C:8]2[CH2:14][C@H:13]3[N:10]([C:11](=[O:18])[C@@H:12]3[C@H:15]([OH:17])[CH3:16])[C:9]=2[C:19]([O:21][CH2:22][O:23][C:24](=[O:29])[C:25]([CH3:28])([CH3:27])[CH3:26])=[O:20])=[CH:4][CH:3]=1.C(N(C(C)C)CC)(C)C.[C:39](Cl)(=[O:41])[CH3:40], predict the reaction product. The product is: [C:39]([NH:1][C:2]1[CH:7]=[CH:6][C:5]([C:8]2[CH2:14][C@H:13]3[N:10]([C:11](=[O:18])[C@@H:12]3[C@H:15]([OH:17])[CH3:16])[C:9]=2[C:19]([O:21][CH2:22][O:23][C:24](=[O:29])[C:25]([CH3:28])([CH3:27])[CH3:26])=[O:20])=[CH:4][CH:3]=1)(=[O:41])[CH3:40].